The task is: Predict the reaction yield, written as a fraction of the theoretical maximum amount of product (1.0 means a 100% yield; for example, 0.34 means a 34% yield).. This data is from Reaction yield outcomes from USPTO patents with 853,638 reactions. The reactants are C([N-]C(C)C)(C)C.[Li+].[F:9][C:10]1[CH:15]=[CH:14][C:13]([CH2:16][C:17]([O:19][CH3:20])=[O:18])=[CH:12][CH:11]=1.[CH3:21][S:22][C:23]1[N:28]=[C:27]([CH:29]=[O:30])[CH:26]=[CH:25][N:24]=1. The catalyst is C1COCC1. The product is [CH3:20][O:19][C:17](=[O:18])[CH:16]([C:13]1[CH:12]=[CH:11][C:10]([F:9])=[CH:15][CH:14]=1)[CH:29]([C:27]1[CH:26]=[CH:25][N:24]=[C:23]([S:22][CH3:21])[N:28]=1)[OH:30]. The yield is 0.760.